Dataset: Catalyst prediction with 721,799 reactions and 888 catalyst types from USPTO. Task: Predict which catalyst facilitates the given reaction. (1) Reactant: [OH:1][C:2]1[CH:27]=[CH:26][CH:25]=[CH:24][C:3]=1[CH2:4][NH:5][C:6]([NH:8][C:9]1[N:13]([C:14]2[CH:15]=[N:16][CH:17]=[CH:18][CH:19]=2)[N:12]=[C:11]([C:20]([CH3:23])([CH3:22])[CH3:21])[CH:10]=1)=[O:7].[Cl:28][C:29]1[N:34]=[C:33](Cl)[CH:32]=[CH:31][N:30]=1.[OH-].[Na+]. Product: [Cl:28][C:29]1[N:34]=[C:33]([O:1][C:2]2[CH:27]=[CH:26][CH:25]=[CH:24][C:3]=2[CH2:4][NH:5][C:6]([NH:8][C:9]2[N:13]([C:14]3[CH:15]=[N:16][CH:17]=[CH:18][CH:19]=3)[N:12]=[C:11]([C:20]([CH3:22])([CH3:23])[CH3:21])[CH:10]=2)=[O:7])[CH:32]=[CH:31][N:30]=1. The catalyst class is: 21. (2) The catalyst class is: 120. Reactant: [NH2:1][CH2:2][CH2:3][CH:4]1[CH:9]([NH:10][C:11]2[N:16]=[C:15]([N:17]3[CH2:23][CH2:22][CH2:21][CH2:20][CH2:19][CH2:18]3)[CH:14]=[CH:13][N:12]=2)[CH2:8][CH2:7][CH2:6][N:5]1[CH:24]1[CH2:29][CH2:28][CH2:27][CH2:26][CH2:25]1.N=C=N.[C:33]([O:37][C:38]([N:40]1[CH2:45][CH2:44][CH:43]([C:46](O)=[O:47])[CH2:42][CH2:41]1)=[O:39])([CH3:36])([CH3:35])[CH3:34].OC1C2N=NNC=2C=CC=1.C(=O)([O-])[O-]. Product: [N:17]1([C:15]2[CH:14]=[CH:13][N:12]=[C:11]([NH:10][CH:9]3[CH2:8][CH2:7][CH2:6][N:5]([CH:24]4[CH2:29][CH2:28][CH2:27][CH2:26][CH2:25]4)[CH:4]3[CH2:3][CH2:2][NH:1][C:46]([CH:43]3[CH2:44][CH2:45][N:40]([C:38]([O:37][C:33]([CH3:36])([CH3:35])[CH3:34])=[O:39])[CH2:41][CH2:42]3)=[O:47])[N:16]=2)[CH2:23][CH2:22][CH2:21][CH2:20][CH2:19][CH2:18]1. (3) Reactant: [CH3:1][N:2]1[CH2:19][CH2:18][C:5]2[N:6]([CH2:14][C:15]([OH:17])=O)[C:7]3[CH:8]=[CH:9][C:10]([CH3:13])=[CH:11][C:12]=3[C:4]=2[CH2:3]1.[CH2:20]1[C:29]2[C:24](=[CH:25][CH:26]=[CH:27][CH:28]=2)[CH2:23][CH2:22][NH:21]1.C1CCC(N=C=NC2CCCCC2)CC1. Product: [CH3:1][N:2]1[CH2:3][CH2:4][C:5]2[N:6]([CH2:14][C:15]([N:21]3[CH2:22][CH2:23][C:24]4[C:29](=[CH:28][CH:27]=[CH:26][CH:25]=4)[CH2:20]3)=[O:17])[C:7]3[CH:12]=[CH:11][C:10]([CH3:13])=[CH:9][C:8]=3[C:18]=2[CH2:19]1. The catalyst class is: 79. (4) Reactant: [C:1]1([S:7]([OH:10])(=[O:9])=[O:8])[CH:6]=[CH:5][CH:4]=[CH:3][CH:2]=1.[CH3:11][O:12][C:13]([C@@H:15]([N:23]1[CH2:31][C:27]2[CH:28]=[CH:29][S:30][C:26]=2[CH2:25][CH2:24]1)[C:16]1[CH:17]=[CH:18][CH:19]=[CH:20][C:21]=1[Cl:22])=[O:14]. Product: [CH3:11][O:12][C:13]([C@@H:15]([N:23]1[CH2:31][C:27]2[CH:28]=[CH:29][S:30][C:26]=2[CH2:25][CH2:24]1)[C:16]1[C:21]([Cl:22])=[CH:20][CH:19]=[CH:18][CH:17]=1)=[O:14].[CH:4]1[CH:5]=[CH:6][C:1]([S:7]([OH:10])(=[O:9])=[O:8])=[CH:2][CH:3]=1. The catalyst class is: 5.